From a dataset of hERG Central: cardiac toxicity at 1µM, 10µM, and general inhibition. Predict hERG channel inhibition at various concentrations. (1) The drug is Cc1sc2nc(CN3CCCCC3)nc(N3CCN(C(=O)c4ccco4)CC3)c2c1C. Results: hERG_inhib (hERG inhibition (general)): blocker. (2) The molecule is Cc1ccc(C(=O)CCC(=O)N2CCN(C(=O)c3ccco3)CC2)cc1. Results: hERG_inhib (hERG inhibition (general)): blocker. (3) The drug is O=C(COc1cccc(Br)c1)Nc1ccc(N2CCOCC2)cc1N1CCOCC1. Results: hERG_inhib (hERG inhibition (general)): blocker. (4) The drug is COc1ccc(CNC2CCCCC2C)c(OC)c1. Results: hERG_inhib (hERG inhibition (general)): blocker. (5) Results: hERG_inhib (hERG inhibition (general)): blocker. The molecule is COC(=O)c1ccc2c(c1)C(C)(C)C(/C=C/c1ccccc1O)=[N+]2C.[I-]. (6) The compound is Cc1c(C(=O)N2CCN(CCc3ccccn3)CC2)oc2ccc(F)cc12. Results: hERG_inhib (hERG inhibition (general)): blocker. (7) The compound is CCOC(=O)N1CCC(Nc2c(N3CCN(c4cc(Cl)ccc4C)CC3)c(=O)c2=O)CC1. Results: hERG_inhib (hERG inhibition (general)): blocker.